Dataset: Full USPTO retrosynthesis dataset with 1.9M reactions from patents (1976-2016). Task: Predict the reactants needed to synthesize the given product. (1) Given the product [C:17]([C:9]1[CH:10]=[CH:11][C:6]([NH:5][C:3](=[O:4])[C:2]([F:13])([F:14])[F:1])=[C:7]([CH3:12])[CH:8]=1)(=[O:18])[CH3:16], predict the reactants needed to synthesize it. The reactants are: [F:1][C:2]([F:14])([F:13])[C:3]([NH:5][C:6]1[CH:11]=[CH:10][CH:9]=[CH:8][C:7]=1[CH3:12])=[O:4].Br[CH2:16][C:17](Br)=[O:18].[Al+3].[Cl-].[Cl-].[Cl-]. (2) Given the product [C:1]([NH:5][S:6]([C:9]1[C:10]([C:15]2[CH:20]=[CH:19][C:18]([NH:21][CH2:44][C:43]3[CH:42]=[N:41][C:40]([CH3:46])=[C:39]4[O:47][C:35]([CH3:48])([CH3:34])[O:36][CH2:37][C:38]=34)=[CH:17][CH:16]=2)=[CH:11][CH:12]=[CH:13][CH:14]=1)(=[O:8])=[O:7])([CH3:4])([CH3:2])[CH3:3], predict the reactants needed to synthesize it. The reactants are: [C:1]([NH:5][S:6]([C:9]1[C:10]([C:15]2[CH:20]=[CH:19][C:18]([NH2:21])=[CH:17][CH:16]=2)=[CH:11][CH:12]=[CH:13][CH:14]=1)(=[O:8])=[O:7])([CH3:4])([CH3:3])[CH3:2].O.C1(C)C=CC(S(O)(=O)=O)=CC=1.[CH3:34][C:35]1([CH3:48])[O:47][C:39]2[C:40]([CH3:46])=[N:41][CH:42]=[C:43]([CH:44]=O)[C:38]=2[CH2:37][O:36]1.[BH4-].[Na+].[OH-].[Na+]. (3) Given the product [Cl:32][C:23]1[CH:22]=[C:21]([CH:13]([C:10]2[CH:9]=[CH:8][C:7]([S:4]([CH:1]3[CH2:2][CH2:3]3)(=[O:6])=[O:5])=[CH:12][CH:11]=2)[CH2:14][CH:15]2[CH2:20][CH2:19][O:18][CH2:17][CH2:16]2)[NH:25][C:24]=1[C:26]1[CH:31]=[CH:30][CH:29]=[CH:28][N:27]=1, predict the reactants needed to synthesize it. The reactants are: [CH:1]1([S:4]([C:7]2[CH:12]=[CH:11][C:10]([CH:13]([C:21]3[NH:25][C:24]([C:26]4[CH:31]=[CH:30][CH:29]=[CH:28][N:27]=4)=[CH:23][CH:22]=3)[CH2:14][CH:15]3[CH2:20][CH2:19][O:18][CH2:17][CH2:16]3)=[CH:9][CH:8]=2)(=[O:6])=[O:5])[CH2:3][CH2:2]1.[Cl:32]N1C(=O)CCC1=O. (4) Given the product [NH:15]1[C:16]2[C:21](=[CH:20][CH:19]=[CH:18][CH:17]=2)[CH:22]=[C:14]1[C:12]([N:8]1[CH2:9][CH2:10][CH2:11][CH:6]([CH2:5][CH2:4][OH:3])[CH2:7]1)=[O:13], predict the reactants needed to synthesize it. The reactants are: C([O:3][C:4](=O)[CH2:5][CH:6]1[CH2:11][CH2:10][CH2:9][N:8]([C:12]([C:14]2[NH:15][C:16]3[C:21]([CH:22]=2)=[CH:20][CH:19]=[CH:18][CH:17]=3)=[O:13])[CH2:7]1)C.[BH4-].[Li+].O. (5) Given the product [SH:16][C:15]1[NH:17][C:20](=[O:19])[C:21]([O:24][CH3:25])=[CH:22][N:14]=1, predict the reactants needed to synthesize it. The reactants are: COC(=O)COC.C(OCC)=O.[Na].[NH2:14][C:15]([NH2:17])=[S:16].C[O:19][C:20](=O)[C:21]([O:24][CH3:25])=[CH:22]O.Cl. (6) Given the product [O:37]1[C:20]2[CH:21]=[CH:22][C:23]([CH2:6][N:8]3[CH2:13][CH2:12][CH:11]([NH:14][C:15]4[C:24]5[C:19](=[CH:20][CH:21]=[C:22]([Cl:25])[CH:23]=5)[N:18]([CH2:26][C:27]5[CH:32]=[CH:31][N:30]=[CH:29][CH:28]=5)[C:17](=[O:33])[CH:16]=4)[CH2:10][CH2:9]3)=[CH:24][C:19]=2[O:38][CH2:36]1, predict the reactants needed to synthesize it. The reactants are: C(O[C:6]([N:8]1[CH2:13][CH2:12][CH:11]([NH:14][C:15]2[C:24]3[C:19](=[CH:20][CH:21]=[C:22]([Cl:25])[CH:23]=3)[N:18]([CH2:26][C:27]3[CH:32]=[CH:31][N:30]=[CH:29][CH:28]=3)[C:17](=[O:33])[CH:16]=2)[CH2:10][CH2:9]1)=O)(C)(C)C.FC(F)(F)[C:36]([OH:38])=[O:37].